This data is from Forward reaction prediction with 1.9M reactions from USPTO patents (1976-2016). The task is: Predict the product of the given reaction. (1) Given the reactants [CH3:1][O:2][C:3]1[CH:8]=[CH:7][C:6]([CH2:9][O:10][C:11]2[CH:12]=[CH:13][C:14]3[N:19]=[CH:18][C:17](=[O:20])[NH:16][C:15]=3[N:21]=2)=[CH:5][CH:4]=1.[H-].[Na+].C1C=CC(N([S:31]([C:34]([F:37])([F:36])[F:35])(=[O:33])=[O:32])[S:31]([C:34]([F:37])([F:36])[F:35])(=[O:33])=[O:32])=CC=1.O, predict the reaction product. The product is: [F:35][C:34]([F:37])([F:36])[S:31]([O:20][C:17]1[N:16]=[C:15]2[N:21]=[C:11]([O:10][CH2:9][C:6]3[CH:7]=[CH:8][C:3]([O:2][CH3:1])=[CH:4][CH:5]=3)[CH:12]=[CH:13][C:14]2=[N:19][CH:18]=1)(=[O:33])=[O:32]. (2) Given the reactants [C:1]([O:5][C:6](=[O:35])[N:7]([CH2:11][CH2:12][CH2:13][N:14]1[C:22]([CH2:23][C:24]2[C:32]([I:33])=[CH:31][C:27]3[O:28][CH2:29][O:30][C:26]=3[CH:25]=2)=[N:21][C:20]2[C:19](=[O:34])[NH:18][CH:17]=[N:16][C:15]1=2)[CH:8]([CH3:10])[CH3:9])([CH3:4])([CH3:3])[CH3:2].C([O-])([O-])=O.[K+].[K+].Cl[C:43]1[CH:48]=[CH:47][C:46]([N+:49]([O-:51])=[O:50])=[CH:45][C:44]=1[N+:52]([O-:54])=[O:53], predict the reaction product. The product is: [C:1]([O:5][C:6](=[O:35])[N:7]([CH2:11][CH2:12][CH2:13][N:14]1[C:22]([CH2:23][C:24]2[C:32]([I:33])=[CH:31][C:27]3[O:28][CH2:29][O:30][C:26]=3[CH:25]=2)=[N:21][C:20]2[C:19](=[O:34])[N:18]([C:47]3[CH:48]=[CH:43][C:44]([N+:52]([O-:54])=[O:53])=[CH:45][C:46]=3[N+:49]([O-:51])=[O:50])[CH:17]=[N:16][C:15]1=2)[CH:8]([CH3:10])[CH3:9])([CH3:3])([CH3:4])[CH3:2]. (3) Given the reactants Br[C:2]1[C:3]([C:29]#[N:30])=[C:4]([CH:26]=[CH:27][CH:28]=1)[O:5][C:6]1[CH:24]=[CH:23][C:9]([C:10]([NH:12][CH2:13][C:14]2[C:15]([OH:22])=[N:16][C:17]([CH3:21])=[CH:18][C:19]=2[CH3:20])=[O:11])=[CH:8][C:7]=1[Cl:25].C(OC([N:38]1[CH:42]=[C:41](B2OC(C)(C)C(C)(C)O2)[CH:40]=[N:39]1)=O)(C)(C)C.C(=O)([O-])[O-].[Na+].[Na+], predict the reaction product. The product is: [Cl:25][C:7]1[CH:8]=[C:9]([CH:23]=[CH:24][C:6]=1[O:5][C:4]1[CH:26]=[CH:27][CH:28]=[C:2]([C:41]2[CH:42]=[N:38][NH:39][CH:40]=2)[C:3]=1[C:29]#[N:30])[C:10]([NH:12][CH2:13][C:14]1[C:15]([OH:22])=[N:16][C:17]([CH3:21])=[CH:18][C:19]=1[CH3:20])=[O:11]. (4) Given the reactants C(OC([NH:8][NH:9][C:10]([CH:12]1[CH2:17][CH2:16][CH2:15][N:14]([C:18](=[O:26])[C:19]2[CH:24]=[CH:23][C:22]([F:25])=[CH:21][CH:20]=2)[CH2:13]1)=[O:11])=O)(C)(C)C.[ClH:27], predict the reaction product. The product is: [ClH:27].[F:25][C:22]1[CH:23]=[CH:24][C:19]([C:18]([N:14]2[CH2:15][CH2:16][CH2:17][CH:12]([C:10]([NH:9][NH2:8])=[O:11])[CH2:13]2)=[O:26])=[CH:20][CH:21]=1. (5) Given the reactants C(O)(C(F)(F)F)=O.[OH:8][CH2:9][CH2:10][CH2:11][C:12]1[C:20]2[C:15](=[CH:16][CH:17]=[CH:18][C:19]=2[NH:21][C:22]2[C:30]3[C:25](=[CH:26][N:27]=[CH:28][CH:29]=3)[O:24][C:23]=2[C:31]2[N:36]=[CH:35][CH:34]=[CH:33][N:32]=2)[N:14](C(OC(C)(C)C)=O)[N:13]=1, predict the reaction product. The product is: [N:32]1[CH:33]=[CH:34][CH:35]=[N:36][C:31]=1[C:23]1[O:24][C:25]2=[CH:26][N:27]=[CH:28][CH:29]=[C:30]2[C:22]=1[NH:21][C:19]1[CH:18]=[CH:17][CH:16]=[C:15]2[C:20]=1[C:12]([CH2:11][CH2:10][CH2:9][OH:8])=[N:13][NH:14]2.